From a dataset of Catalyst prediction with 721,799 reactions and 888 catalyst types from USPTO. Predict which catalyst facilitates the given reaction. Reactant: Br[C:2]1[C:3](=[O:15])[C:4]([CH3:14])([CH3:13])[O:5][C:6]=1[C:7]1[CH:12]=[CH:11][N:10]=[CH:9][CH:8]=1.[CH2:16]([O:23][C:24]1[CH:29]=[CH:28][C:27](B2OC(C)(C)C(C)(C)O2)=[CH:26][CH:25]=1)[C:17]1[CH:22]=[CH:21][CH:20]=[CH:19][CH:18]=1.C([O-])([O-])=O.[Cs+].[Cs+]. Product: [CH2:16]([O:23][C:24]1[CH:29]=[CH:28][C:27]([C:2]2[C:3](=[O:15])[C:4]([CH3:14])([CH3:13])[O:5][C:6]=2[C:7]2[CH:12]=[CH:11][N:10]=[CH:9][CH:8]=2)=[CH:26][CH:25]=1)[C:17]1[CH:22]=[CH:21][CH:20]=[CH:19][CH:18]=1. The catalyst class is: 93.